From a dataset of Drug-target binding data from BindingDB using IC50 measurements. Regression. Given a target protein amino acid sequence and a drug SMILES string, predict the binding affinity score between them. We predict pIC50 (pIC50 = -log10(IC50 in M); higher means more potent). Dataset: bindingdb_ic50. The drug is O=C(CCc1ccccc1)Nc1ccc(-c2cccc3nc(NC(=O)C4CC4)nn23)cc1. The target protein sequence is PHNLADVLTVNPDSPASDPTVFHKRYLKKIRDLGEGHFGKVSLYCYDPTNDGTGEMVAVKALKADCGPQHRSGWKQEIDILRTLYHEHIIKYKGCCEDQGEKSLQLVMEYVPLGSLRDYLPRHSIGLAQLLLFAQQICEGMAYLHAQHYIHRDLAARNVLLDNDRLVKIGDFGLAKAVPEGHEYYRVREDGDSPVFWYAPECLKEYKFYYASDVWSFGVTLYELLTHCDSSQSPPTKFLELIGIAQGQMTVLRLTELLERGERLPRPDKCPCEVYHLMKNCWETEASFRPTFENLIPILKTVHEKYQGQAPSVFSVC. The pIC50 is 6.0.